From a dataset of Reaction yield outcomes from USPTO patents with 853,638 reactions. Predict the reaction yield, written as a fraction of the theoretical maximum amount of product (1.0 means a 100% yield; for example, 0.34 means a 34% yield). (1) The reactants are [C:1]([O:4][CH2:5][C:6]1[C:7]([N:29]2[CH2:41][CH2:40][N:32]3[C:33]4[CH2:34][CH2:35][CH2:36][CH2:37][C:38]=4[CH:39]=[C:31]3[C:30]2=[O:42])=[N:8][CH:9]=[CH:10][C:11]=1[C:12]1[CH:17]=[C:16]([NH:18][C:19]2[CH:23]=C(C3CC3)N[N:20]=2)[C:15](=[O:27])[N:14]([CH3:28])[CH:13]=1)(=[O:3])[CH3:2].BrC1C=C(NC2C=[CH:57][C:56]([N:59]3[CH2:64][CH2:63][N:62]([CH2:65][C:66]([OH:69])([CH3:68])[CH3:67])[CH2:61][CH2:60]3)=[CH:55]N=2)C(=O)N(C)C=1.C(OCC1C(N2CCN3C4CCCCC=4C=C3C2=O)=NC=CC=1B1OC(C)(C)C(C)(C)O1)(=O)C. No catalyst specified. The product is [C:1]([O:4][CH2:5][C:6]1[C:7]([N:29]2[CH2:41][CH2:40][N:32]3[C:33]4[CH2:34][CH2:35][CH2:36][CH2:37][C:38]=4[CH:39]=[C:31]3[C:30]2=[O:42])=[N:8][CH:9]=[CH:10][C:11]=1[C:12]1[CH:17]=[C:16]([NH:18][C:19]2[CH:23]=[CH:55][C:56]([N:59]3[CH2:64][CH2:63][N:62]([CH2:65][C:66]([OH:69])([CH3:67])[CH3:68])[CH2:61][CH2:60]3)=[CH:57][N:20]=2)[C:15](=[O:27])[N:14]([CH3:28])[CH:13]=1)(=[O:3])[CH3:2]. The yield is 0.630. (2) The reactants are [Cl:1][C:2]1[C:10]([N+:11]([O-:13])=[O:12])=[CH:9][C:8]([Cl:14])=[CH:7][C:3]=1[C:4]([OH:6])=[O:5].[C:15](=O)([O-])[O-].[Na+].[Na+].CI.O. The catalyst is CN(C=O)C. The product is [Cl:1][C:2]1[C:10]([N+:11]([O-:13])=[O:12])=[CH:9][C:8]([Cl:14])=[CH:7][C:3]=1[C:4]([O:6][CH3:15])=[O:5]. The yield is 0.900. (3) The reactants are [NH2:1][C:2]1[CH:7]=[CH:6][CH:5]=[CH:4][N:3]=1.[H-].[Na+].[Cl:10][C:11]1[C:16]([N+:17]([O-:19])=[O:18])=[C:15](Cl)[CH:14]=[C:13]([CH3:21])[N:12]=1.[NH4+].[Cl-]. The catalyst is C1COCC1. The product is [Cl:10][C:11]1[C:16]([N+:17]([O-:19])=[O:18])=[C:15]([NH:1][C:2]2[CH:7]=[CH:6][CH:5]=[CH:4][N:3]=2)[CH:14]=[C:13]([CH3:21])[N:12]=1. The yield is 0.370. (4) The reactants are [CH3:1][C:2]1[C:7]2[N:8]=[N:9][N:10]([CH2:13][C:14]([OH:16])=O)[C:11](=[O:12])[C:6]=2[CH:5]=[CH:4][CH:3]=1.[CH3:17][O:18][C:19]1[CH:24]=[CH:23][C:22]([C@@H:25]([NH2:27])[CH3:26])=[CH:21][CH:20]=1. No catalyst specified. The product is [CH3:17][O:18][C:19]1[CH:24]=[CH:23][C:22]([C@@H:25]([NH:27][C:14](=[O:16])[CH2:13][N:10]2[C:11](=[O:12])[C:6]3[CH:5]=[CH:4][CH:3]=[C:2]([CH3:1])[C:7]=3[N:8]=[N:9]2)[CH3:26])=[CH:21][CH:20]=1. The yield is 0.190. (5) The yield is 0.610. The product is [N:10]1[CH:11]=[CH:12][C:13]([C:16]2[N:17]=[C:18]([NH:21][C:1](=[O:8])[C:2]3[CH:7]=[CH:6][CH:5]=[CH:4][CH:3]=3)[S:19][CH:20]=2)=[CH:14][CH:15]=1. The catalyst is CN(C1C=CN=CC=1)C.N1C=CC=CC=1. The reactants are [C:1](Cl)(=[O:8])[C:2]1[CH:7]=[CH:6][CH:5]=[CH:4][CH:3]=1.[N:10]1[CH:15]=[CH:14][C:13]([C:16]2[N:17]=[C:18]([NH2:21])[S:19][CH:20]=2)=[CH:12][CH:11]=1. (6) The reactants are C[N:2]([CH:4]=[C:5]1[C:10](=[O:11])[CH2:9][CH2:8][CH2:7][C:6]1=[O:12])C.[ClH:13].NO. The catalyst is O. The product is [ClH:13].[O:12]1[C:6]2[CH2:7][CH2:8][CH2:9][C:10](=[O:11])[C:5]=2[CH:4]=[N:2]1. The yield is 0.630. (7) The reactants are [N:1]1([C:9]2[CH:10]=[N:11][CH:12]=[C:13]([CH:16]=2)[C:14]#[N:15])[CH2:5][CH2:4][C@H:3]2[CH2:6][NH:7][CH2:8][C@@H:2]12.[C:17]([OH:24])(=[O:23])/[CH:18]=[CH:19]/[C:20]([OH:22])=[O:21]. No catalyst specified. The product is [C:17]([OH:24])(=[O:23])/[CH:18]=[CH:19]/[C:20]([OH:22])=[O:21].[N:1]1([C:9]2[CH:10]=[N:11][CH:12]=[C:13]([CH:16]=2)[C:14]#[N:15])[CH2:5][CH2:4][C@H:3]2[CH2:6][NH:7][CH2:8][C@@H:2]12. The yield is 0.360. (8) The reactants are [NH2:1][C:2]1[N:10]=[C:9]2[N:4]([C:5]([O:13][CH3:14])=[N:6][CH:7]=[C:8]2[O:11][CH3:12])[N:3]=1.[F:15][CH:16]([F:33])[CH2:17][O:18][C:19]1[CH:24]=[CH:23][CH:22]=[C:21]([C:25]([F:28])([F:27])[F:26])[C:20]=1[S:29](Cl)(=[O:31])=[O:30].N1C=C(C)C=C(C)C=1. The catalyst is CS(C)=O. The product is [F:33][CH:16]([F:15])[CH2:17][O:18][C:19]1[CH:24]=[CH:23][CH:22]=[C:21]([C:25]([F:26])([F:27])[F:28])[C:20]=1[S:29]([NH:1][C:2]1[N:10]=[C:9]2[N:4]([C:5]([O:13][CH3:14])=[N:6][CH:7]=[C:8]2[O:11][CH3:12])[N:3]=1)(=[O:30])=[O:31]. The yield is 0.910.